From a dataset of Catalyst prediction with 721,799 reactions and 888 catalyst types from USPTO. Predict which catalyst facilitates the given reaction. Reactant: [CH:1]1[CH:2]=[C:3]2[C:10](=[O:11])[N:9]([CH:12]3[C:18](=[O:19])[NH:17][C:15](=[O:16])[CH2:14][CH2:13]3)[CH2:8][C:4]2=[C:5]([NH2:7])[CH:6]=1.[C:20](Cl)(=[O:23])[CH2:21][CH3:22]. Product: [O:19]=[C:18]1[CH:12]([N:9]2[CH2:8][C:4]3[C:3](=[CH:2][CH:1]=[CH:6][C:5]=3[NH:7][C:20](=[O:23])[CH2:21][CH3:22])[C:10]2=[O:11])[CH2:13][CH2:14][C:15](=[O:16])[NH:17]1. The catalyst class is: 17.